Task: Predict the reaction yield, written as a fraction of the theoretical maximum amount of product (1.0 means a 100% yield; for example, 0.34 means a 34% yield).. Dataset: Reaction yield outcomes from USPTO patents with 853,638 reactions (1) The reactants are B1([C:10]2[CH:15]=[CH:14][CH:13]=[C:12]([S:16]([NH2:19])(=[O:18])=[O:17])[CH:11]=2)OC(C)(C)C(C)(C)O1.I[C:21]1[C:29]2[C:24](=[N:25][CH:26]=[N:27][C:28]=2[NH2:30])[N:23]([CH:31]([CH3:33])[CH3:32])[N:22]=1.C([O-])([O-])=O.[Na+].[Na+]. The catalyst is CCO.COCCOC.C1C=CC([P]([Pd]([P](C2C=CC=CC=2)(C2C=CC=CC=2)C2C=CC=CC=2)([P](C2C=CC=CC=2)(C2C=CC=CC=2)C2C=CC=CC=2)[P](C2C=CC=CC=2)(C2C=CC=CC=2)C2C=CC=CC=2)(C2C=CC=CC=2)C2C=CC=CC=2)=CC=1. The product is [NH2:30][C:28]1[N:27]=[CH:26][N:25]=[C:24]2[N:23]([CH:31]([CH3:33])[CH3:32])[N:22]=[C:21]([C:10]3[CH:11]=[C:12]([S:16]([NH2:19])(=[O:17])=[O:18])[CH:13]=[CH:14][CH:15]=3)[C:29]=12. The yield is 0.280. (2) The reactants are [CH2:1]([N:8]1[CH:16]=[C:15]2[C:10]([CH:11]=[C:12]([C:17]3[CH:18]=[C:19]([C:27]4[CH:32]=[CH:31][C:30]([CH2:33]Br)=[CH:29][CH:28]=4)[N:20]4[C:25]=3[C:24]([NH2:26])=[N:23][CH:22]=[N:21]4)[CH:13]=[CH:14]2)=[N:9]1)[C:2]1[CH:7]=[CH:6][CH:5]=[CH:4][CH:3]=1.[NH:35]1[CH2:40][CH2:39][CH2:38][CH2:37][CH2:36]1. No catalyst specified. The product is [CH2:1]([N:8]1[CH:16]=[C:15]2[C:10]([CH:11]=[C:12]([C:17]3[CH:18]=[C:19]([C:27]4[CH:32]=[CH:31][C:30]([CH2:33][N:35]5[CH2:40][CH2:39][CH2:38][CH2:37][CH2:36]5)=[CH:29][CH:28]=4)[N:20]4[C:25]=3[C:24]([NH2:26])=[N:23][CH:22]=[N:21]4)[CH:13]=[CH:14]2)=[N:9]1)[C:2]1[CH:7]=[CH:6][CH:5]=[CH:4][CH:3]=1. The yield is 0.0500. (3) The reactants are [OH:1][CH:2]([CH2:14][CH2:15][CH2:16][CH2:17][CH2:18][CH2:19][CH2:20][CH3:21])[CH2:3][O:4][C:5]1[CH:10]=[CH:9][C:8]([N+:11]([O-])=O)=[CH:7][CH:6]=1.[H][H]. The catalyst is C(OCC)(=O)C.[Pd]. The product is [OH:1][CH:2]([CH2:14][CH2:15][CH2:16][CH2:17][CH2:18][CH2:19][CH2:20][CH3:21])[CH2:3][O:4][C:5]1[CH:10]=[CH:9][C:8]([NH2:11])=[CH:7][CH:6]=1. The yield is 1.00. (4) The reactants are [N+:1]([C:4]1[CH:5]=[C:6]([S:10]([NH2:13])(=[O:12])=[O:11])[CH:7]=[CH:8][CH:9]=1)([O-])=O. The catalyst is [Ni].CO. The product is [NH2:1][C:4]1[CH:5]=[C:6]([S:10]([NH2:13])(=[O:11])=[O:12])[CH:7]=[CH:8][CH:9]=1. The yield is 0.930. (5) The reactants are [CH2:1]([C:3]1[CH:4]=[C:5]2[C:9](=[CH:10][C:11]=1[N+:12]([O-])=O)[NH:8][CH:7]=[CH:6]2)[CH3:2]. The catalyst is [Ni]. The product is [CH2:1]([C:3]1[CH:4]=[C:5]2[C:9](=[CH:10][C:11]=1[NH2:12])[NH:8][CH:7]=[CH:6]2)[CH3:2]. The yield is 0.480. (6) The reactants are [NH:1]1[C:9]2[C:4](=[CH:5][CH:6]=[CH:7][CH:8]=2)[CH:3]=[C:2]1[CH2:10][C:11]#[N:12].C(N(CC)CC)C.[CH3:20][C:21]([O:24][C:25](O[C:25]([O:24][C:21]([CH3:23])([CH3:22])[CH3:20])=[O:26])=[O:26])([CH3:23])[CH3:22]. The catalyst is C(Cl)Cl.CN(C1C=CN=CC=1)C. The product is [C:25]([C:3]1[C:4]2[C:9](=[CH:8][CH:7]=[CH:6][CH:5]=2)[NH:1][C:2]=1[CH2:10][C:11]#[N:12])([O:24][C:21]([CH3:23])([CH3:22])[CH3:20])=[O:26]. The yield is 0.700. (7) The reactants are [Cl:1][CH2:2][C:3]1[CH:11]=[CH:10][C:6]([C:7](Cl)=[O:8])=[CH:5][CH:4]=1.[NH2:12][C:13]1[CH:14]=[C:15]([NH:20][C:21](=[O:28])[C:22]2[CH:27]=[CH:26][CH:25]=[CH:24][CH:23]=2)[CH:16]=[CH:17][C:18]=1[CH3:19]. No catalyst specified. The product is [C:21]([NH:20][C:15]1[CH:16]=[CH:17][C:18]([CH3:19])=[C:13]([NH:12][C:7](=[O:8])[C:6]2[CH:10]=[CH:11][C:3]([CH2:2][Cl:1])=[CH:4][CH:5]=2)[CH:14]=1)(=[O:28])[C:22]1[CH:23]=[CH:24][CH:25]=[CH:26][CH:27]=1. The yield is 0.990.